This data is from Full USPTO retrosynthesis dataset with 1.9M reactions from patents (1976-2016). The task is: Predict the reactants needed to synthesize the given product. The reactants are: [CH3:1][O:2][C:3](=[O:18])[CH2:4][CH:5]([C:12]1[CH:17]=[CH:16][CH:15]=[CH:14][CH:13]=1)[C:6]1[CH:11]=[CH:10][CH:9]=[CH:8][CH:7]=1.[C:19](Cl)(=[O:23])[CH:20]([CH3:22])[CH3:21].ClC1C=CC=CC=1Cl.[Cl-].[Al+3].[Cl-].[Cl-].Cl. Given the product [CH3:21][CH:20]([CH3:22])[C:19]([C:9]1[CH:10]=[CH:11][C:6]([CH:5]([C:12]2[CH:13]=[CH:14][CH:15]=[CH:16][CH:17]=2)[CH2:4][C:3]([O:2][CH3:1])=[O:18])=[CH:7][CH:8]=1)=[O:23], predict the reactants needed to synthesize it.